This data is from Full USPTO retrosynthesis dataset with 1.9M reactions from patents (1976-2016). The task is: Predict the reactants needed to synthesize the given product. Given the product [NH2:1][C:2]1[N:7]=[CH:6][C:5]([C:8]#[C:9][C:10]2[C:11]([CH2:26][CH3:27])=[N:12][CH:13]=[CH:14][C:15]=2[C:16]2[CH:24]=[CH:23][C:19]([C:20]([N:28]3[CH2:33][CH2:32][CH:31]([N:34]4[CH2:39][CH2:38][O:37][CH2:36][CH2:35]4)[CH2:30][CH2:29]3)=[O:22])=[C:18]([Cl:25])[CH:17]=2)=[CH:4][CH:3]=1, predict the reactants needed to synthesize it. The reactants are: [NH2:1][C:2]1[N:7]=[CH:6][C:5]([C:8]#[C:9][C:10]2[C:11]([CH2:26][CH3:27])=[N:12][CH:13]=[CH:14][C:15]=2[C:16]2[CH:24]=[CH:23][C:19]([C:20]([OH:22])=O)=[C:18]([Cl:25])[CH:17]=2)=[CH:4][CH:3]=1.[NH:28]1[CH2:33][CH2:32][CH:31]([N:34]2[CH2:39][CH2:38][O:37][CH2:36][CH2:35]2)[CH2:30][CH2:29]1.C(Cl)CCl.C1C=CC2N(O)N=NC=2C=1.CCN(C(C)C)C(C)C.